This data is from Forward reaction prediction with 1.9M reactions from USPTO patents (1976-2016). The task is: Predict the product of the given reaction. (1) Given the reactants O=[C:2]([CH2:13][C:14]1[CH:19]=[CH:18][CH:17]=[CH:16][N:15]=1)[C@@H:3]([NH:5][C:6](=[O:12])[O:7][C:8]([CH3:11])([CH3:10])[CH3:9])[CH3:4].[F:20][C:21]1[CH:22]=[C:23]2[C:27](=[CH:28][CH:29]=1)[NH:26][C:25](=[O:30])[C:24]2=O.[OH-:32].[K+], predict the reaction product. The product is: [C:8]([O:7][C:6]([NH:5][CH:3]([C:2]1[C:13]([C:14]2[CH:19]=[CH:18][CH:17]=[CH:16][N:15]=2)=[C:24]([C:25]([OH:30])=[O:32])[C:23]2[C:27](=[CH:28][CH:29]=[C:21]([F:20])[CH:22]=2)[N:26]=1)[CH3:4])=[O:12])([CH3:11])([CH3:10])[CH3:9]. (2) Given the reactants Br[C:2]1[CH:3]=[N:4][CH:5]=[C:6]2[C:11]=1[N:10]=[C:9]([C:12]([NH:14][CH:15]([C:17]1[CH:22]=[CH:21][C:20]([S:23]([CH3:26])(=[O:25])=[O:24])=[CH:19][CH:18]=1)[CH3:16])=[O:13])[CH:8]=[CH:7]2.[F:27][C:28]1[CH:29]=[C:30](B(O)O)[CH:31]=[CH:32][CH:33]=1.C(=O)([O-])[O-].[Cs+].[Cs+], predict the reaction product. The product is: [F:27][C:28]1[CH:33]=[C:32]([C:2]2[CH:3]=[N:4][CH:5]=[C:6]3[C:11]=2[N:10]=[C:9]([C:12]([NH:14][CH:15]([C:17]2[CH:22]=[CH:21][C:20]([S:23]([CH3:26])(=[O:25])=[O:24])=[CH:19][CH:18]=2)[CH3:16])=[O:13])[CH:8]=[CH:7]3)[CH:31]=[CH:30][CH:29]=1. (3) Given the reactants [Cl:1][C:2]1[CH:7]=[CH:6][C:5]([NH:8][C:9]2[S:10][CH:11]=[CH:12][N:13]=2)=[CH:4][C:3]=1[OH:14].[CH2:15](O)[CH2:16][CH2:17][CH2:18][CH2:19][CH3:20].[CH:22]1C=CC(P(C2C=CC=CC=2)C2C=CC=CC=2)=CC=1.CCOC(/N=N/C(OCC)=O)=O, predict the reaction product. The product is: [Cl:1][C:2]1[CH:7]=[CH:6][C:5]([NH:8][C:9]2[S:10][CH:11]=[CH:12][N:13]=2)=[CH:4][C:3]=1[O:14][CH2:20][CH2:19][CH2:18][CH2:17][CH2:16][CH2:15][CH3:22]. (4) Given the reactants [CH3:1][O:2][C:3]1[CH:4]=[C:5]([CH2:9][CH2:10][C:11]2[CH:12]=[C:13]([NH:16][C:17]([C:19]3[CH:20]=[CH:21][C:22]([C:25]([OH:27])=[O:26])=[N:23][CH:24]=3)=[O:18])[NH:14][N:15]=2)[CH:6]=[CH:7][CH:8]=1.S(Cl)(Cl)=O.[CH2:32](OCC)C, predict the reaction product. The product is: [CH3:1][O:2][C:3]1[CH:4]=[C:5]([CH2:9][CH2:10][C:11]2[CH:12]=[C:13]([NH:16][C:17]([C:19]3[CH:20]=[CH:21][C:22]([C:25]([O:27][CH3:32])=[O:26])=[N:23][CH:24]=3)=[O:18])[NH:14][N:15]=2)[CH:6]=[CH:7][CH:8]=1. (5) Given the reactants CC(OI1(OC(C)=O)(OC(C)=O)OC(=O)C2C=CC=CC1=2)=O.[F:23][C:24]1[CH:29]=[CH:28][CH:27]=[CH:26][C:25]=1[C:30]1[CH:31]=[N:32][C:33]([N:36]2[C:44]3[C:39](=[CH:40][CH:41]=[C:42]([C:45]([N:47]4[CH2:52][CH2:51][O:50][CH2:49][CH2:48]4)=[O:46])[CH:43]=3)[C:38]([CH2:53][OH:54])=[CH:37]2)=[N:34][CH:35]=1, predict the reaction product. The product is: [F:23][C:24]1[CH:29]=[CH:28][CH:27]=[CH:26][C:25]=1[C:30]1[CH:35]=[N:34][C:33]([N:36]2[C:44]3[C:39](=[CH:40][CH:41]=[C:42]([C:45]([N:47]4[CH2:52][CH2:51][O:50][CH2:49][CH2:48]4)=[O:46])[CH:43]=3)[C:38]([CH:53]=[O:54])=[CH:37]2)=[N:32][CH:31]=1. (6) The product is: [CH2:1]([O:3][C:4]([C:6]12[CH2:8][CH:7]1[CH:9]=[CH:10][CH2:40][CH2:39][CH2:38][CH2:37][N:35]([CH3:36])[C:34](=[O:43])[CH:15]1[CH:14]([CH2:18][CH:17]([O:19][C:20]3[CH:25]=[C:24]([C:26]4[CH:31]=[CH:30][CH:29]=[CH:28][CH:27]=4)[N:23]=[C:22]([O:32][CH3:33])[N:21]=3)[CH2:16]1)[C:12](=[O:13])[NH:11]2)=[O:5])[CH3:2]. Given the reactants [CH2:1]([O:3][C:4]([C:6]1([NH:11][C:12]([CH:14]2[CH2:18][CH:17]([O:19][C:20]3[CH:25]=[C:24]([C:26]4[CH:31]=[CH:30][CH:29]=[CH:28][CH:27]=4)[N:23]=[C:22]([O:32][CH3:33])[N:21]=3)[CH2:16][CH:15]2[C:34](=[O:43])[N:35]([CH2:37][CH2:38][CH2:39][CH2:40]C=C)[CH3:36])=[O:13])[CH2:8][CH:7]1[CH:9]=[CH2:10])=[O:5])[CH3:2], predict the reaction product. (7) Given the reactants CN.[CH2:3]([N:5](CC)CC)C.[Cl:10][C:11]1[CH:16]=[CH:15][C:14]([C:17]2([C:20](Cl)=[O:21])[CH2:19][CH2:18]2)=[CH:13][CH:12]=1, predict the reaction product. The product is: [Cl:10][C:11]1[CH:16]=[CH:15][C:14]([C:17]2([C:20]([NH:5][CH3:3])=[O:21])[CH2:19][CH2:18]2)=[CH:13][CH:12]=1.